From a dataset of Full USPTO retrosynthesis dataset with 1.9M reactions from patents (1976-2016). Predict the reactants needed to synthesize the given product. (1) Given the product [F:24][C:23]([F:26])([F:25])[S:20]([O-:22])(=[O:21])=[O:19].[F:13][C:5]1[CH:6]=[C:7]([N+:10]([CH3:16])([CH3:11])[CH3:12])[CH:8]=[CH:9][C:4]=1[C:3]([O:2][CH3:1])=[O:14], predict the reactants needed to synthesize it. The reactants are: [CH3:1][O:2][C:3](=[O:14])[C:4]1[CH:9]=[CH:8][C:7]([N:10]([CH3:12])[CH3:11])=[CH:6][C:5]=1[F:13].Cl[CH2:16]Cl.C[O:19][S:20]([C:23]([F:26])([F:25])[F:24])(=[O:22])=[O:21].ClC(Cl)C. (2) Given the product [Br-:8].[SH:13]1([C:19](=[O:18])[CH2:20][N+:3]2[C:2]([CH3:1])=[C:6]([CH3:7])[S:5][CH:4]=2)[CH:12]=[CH:16][CH:15]=[CH:14]1, predict the reactants needed to synthesize it. The reactants are: [CH3:1][C:2]1[N:3]=[CH:4][S:5][C:6]=1[CH3:7].[Br:8]CC([C:12]1[S:13][CH:14]=[CH:15][CH:16]=1)=O.C[O:18][C:19](C)(C)[CH3:20]. (3) Given the product [C:1]([O:4][C:5]1[CH:10]=[CH:9][C:8]([CH:26]2[CH2:21][CH2:20]2)=[CH:7][C:6]=1[F:12])(=[O:3])[CH3:2], predict the reactants needed to synthesize it. The reactants are: [C:1]([O:4][C:5]1[CH:10]=[CH:9][C:8](Br)=[CH:7][C:6]=1[F:12])(=[O:3])[CH3:2].C1(P(C2CCCCC2)[C:20]2C=CC=C[C:21]=2[C:26]2C(OC)=CC=CC=2OC)CCCCC1.C1(B(O)O)CC1.C(=O)([O-])[O-].[Na+].[Na+]. (4) Given the product [N:14]1([C:8]([CH:6]2[CH2:5][C:4]([CH3:12])([CH3:11])[O:3][C:2]([CH3:1])([CH3:13])[CH2:7]2)=[O:10])[C:18]2[CH:19]=[CH:20][CH:21]=[CH:22][C:17]=2[N:16]=[N:15]1, predict the reactants needed to synthesize it. The reactants are: [CH3:1][C:2]1([CH3:13])[CH2:7][CH:6]([C:8]([OH:10])=O)[CH2:5][C:4]([CH3:12])([CH3:11])[O:3]1.[NH:14]1[C:18]2[CH:19]=[CH:20][CH:21]=[CH:22][C:17]=2[N:16]=[N:15]1.S(Cl)(Cl)=O. (5) Given the product [Cl:1][C:2]1[CH:6]=[N:5][N:4]2[C:7](=[O:9])[C:3]3=[C:2]([Cl:1])[CH:6]=[N:5][N:4]3[C:7](=[O:9])[C:3]=12, predict the reactants needed to synthesize it. The reactants are: [Cl:1][C:2]1[C:3]([C:7]([OH:9])=O)=[N:4][NH:5][CH:6]=1. (6) Given the product [Cl:3][C:9]1[C:10]([C:13]([O:15][CH3:16])=[O:14])=[CH:11][N:12]=[C:7]([CH3:6])[N:8]=1, predict the reactants needed to synthesize it. The reactants are: P(Cl)(Cl)([Cl:3])=O.[CH3:6][C:7]1[NH:8][C:9](=O)[C:10]([C:13]([O:15][CH3:16])=[O:14])=[CH:11][N:12]=1.